Dataset: Full USPTO retrosynthesis dataset with 1.9M reactions from patents (1976-2016). Task: Predict the reactants needed to synthesize the given product. (1) Given the product [C:17]1([CH3:27])[CH:18]=[CH:19][C:20]([S:23]([OH:26])(=[O:24])=[O:25])=[CH:21][CH:22]=1.[CH3:1][N:2]([CH3:15])[C@H:3]([CH3:14])[CH2:4][O:5][C:6]1[CH:7]=[C:8]([Br:13])[C:9]([Cl:12])=[N:10][CH:11]=1, predict the reactants needed to synthesize it. The reactants are: [CH3:1][N:2]([CH3:15])[C@H:3]([CH3:14])[CH2:4][O:5][C:6]1[CH:7]=[C:8]([Br:13])[C:9]([Cl:12])=[N:10][CH:11]=1.O.[C:17]1([CH3:27])[CH:22]=[CH:21][C:20]([S:23]([OH:26])(=[O:25])=[O:24])=[CH:19][CH:18]=1.C(OCC)C. (2) Given the product [Br:12][C:13]1[CH:18]=[CH:17][CH:16]=[C:15]([O:19][CH:3]2[CH2:8][CH2:7][CH2:6][C:5]([CH3:9])([CH3:21])[CH2:4]2)[C:14]=1[CH3:20], predict the reactants needed to synthesize it. The reactants are: CN(C)[C:3]1[CH:4]=[C:5]([CH2:9]O)[CH:6]=[CH:7][CH:8]=1.[Br:12][C:13]1[C:14]([CH3:20])=[C:15]([OH:19])[CH:16]=[CH:17][CH:18]=1.[CH3:21]C1(C)C(C)(C)OB(C2C=NNC=2)O1. (3) Given the product [C:35]([O:34][CH:31]1[CH2:2][CH2:3][C@@:23]2([CH3:24])[CH:39]([CH2:40][CH2:41][C@:42]3([CH3:43])[C@@H:22]2[CH2:21][CH2:20][C@@:19]2([CH3:29])[C@@:7]3([CH3:6])[CH2:8][CH2:9][C@@H:10]2[C@H:11]([CH3:18])[CH2:12][CH:13]=[CH:14][C:15]([CH3:17])=[CH2:16])[CH2:32]1)(=[O:37])[CH3:36], predict the reactants needed to synthesize it. The reactants are: C[C:2]1(C)C(O)C[CH2:24][C@@:23]2(C)[CH:3]1CC[C:6]1[C:7]3[C@:19]([CH3:29])([CH2:20][CH2:21][C:22]=12)[C@@H:10]([C@H:11]([CH3:18])[CH2:12][CH2:13][CH2:14][CH:15]([CH3:17])[CH3:16])[CH2:9][CH:8]=3.[C:31]([O:34][C:35](=[O:37])[CH3:36])(=O)[CH3:32].N1[CH:43]=[CH:42][CH:41]=[CH:40][CH:39]=1. (4) The reactants are: [C:1]1([CH:7]([C:12]2[CH:17]=[CH:16][N:15]=[N:14][CH:13]=2)[CH2:8][C:9](O)=[O:10])[CH:6]=[CH:5][CH:4]=[CH:3][CH:2]=1.CCN(CC)CC.C1C=CC(P([N:39]=[N+:40]=[N-:41])(C2C=CC=CC=2)=O)=CC=1. Given the product [C:1]1([CH:7]([C:12]2[CH:17]=[CH:16][N:15]=[N:14][CH:13]=2)[CH2:8][C:9]([N:39]=[N+:40]=[N-:41])=[O:10])[CH:6]=[CH:5][CH:4]=[CH:3][CH:2]=1, predict the reactants needed to synthesize it. (5) Given the product [CH:33]1([CH2:38][C:39]2[N:31]([CH3:32])[C:3]3[CH:4]=[C:5]([C:6]([N:8]4[CH2:13][CH2:12][N:11]([C:14]([C:16]5[N:20]=[CH:19][N:18]([C:21]6[CH:22]=[CH:23][CH:24]=[CH:25][CH:26]=6)[N:17]=5)=[O:15])[C:10]([CH3:27])([CH3:28])[CH2:9]4)=[O:7])[CH:29]=[CH:30][C:2]=3[N:1]=2)[CH2:34][CH2:35][CH2:36][CH2:37]1, predict the reactants needed to synthesize it. The reactants are: [NH2:1][C:2]1[CH:30]=[CH:29][C:5]([C:6]([N:8]2[CH2:13][CH2:12][N:11]([C:14]([C:16]3[N:20]=[CH:19][N:18]([C:21]4[CH:26]=[CH:25][CH:24]=[CH:23][CH:22]=4)[N:17]=3)=[O:15])[C:10]([CH3:28])([CH3:27])[CH2:9]2)=[O:7])=[CH:4][C:3]=1[NH:31][CH3:32].[CH:33]1([CH2:38][C:39](O)=O)[CH2:37][CH2:36][CH2:35][CH2:34]1. (6) Given the product [NH2:3][CH2:2][CH2:1][NH:4][C:6](=[O:10])[C:7]([CH3:9])=[CH2:8], predict the reactants needed to synthesize it. The reactants are: [CH2:1]([NH2:4])[CH2:2][NH2:3].Cl.[C:6](O[C:6](=[O:10])[C:7]([CH3:9])=[CH2:8])(=[O:10])[C:7]([CH3:9])=[CH2:8].[OH-].[Na+].